Dataset: Forward reaction prediction with 1.9M reactions from USPTO patents (1976-2016). Task: Predict the product of the given reaction. (1) Given the reactants C[N:2](C([O:8]N1N=NC2C=CC=NC1=2)=[N+](C)C)C.F[P-](F)(F)(F)(F)F.Cl.[O:26]=[C:27]1[N:36]([C@H:37]([CH3:41])[C:38]([OH:40])=O)[CH:35]=[CH:34][C:33]2[N:32]=[CH:31][CH:30]=[CH:29][C:28]1=2.[F:42][C:43]1[C:44]([NH:55][NH2:56])=[N:45][CH:46]=[C:47]([C:49]2[O:53][N:52]=[C:51]([CH3:54])[CH:50]=2)[CH:48]=1.CCN(C(C)C)C(C)C, predict the reaction product. The product is: [NH4+:2].[OH-:8].[F:42][C:43]1[C:44]([NH:55][NH:56][C:38](=[O:40])[C@H:37]([N:36]2[CH:35]=[CH:34][C:33]3[N:32]=[CH:31][CH:30]=[CH:29][C:28]=3[C:27]2=[O:26])[CH3:41])=[N:45][CH:46]=[C:47]([C:49]2[O:53][N:52]=[C:51]([CH3:54])[CH:50]=2)[CH:48]=1. (2) Given the reactants [NH2:1][CH2:2][CH:3]1[CH2:8][CH2:7][CH2:6][N:5]([C:9]2[CH:10]=[C:11]([CH:16]=[CH:17][CH:18]=2)[C:12]([O:14][CH3:15])=[O:13])[CH2:4]1.[Cl:19][C:20]1[CH:25]=[CH:24][C:23]([C:26]2[CH:31]=[CH:30][C:29]([C:32](O)=[O:33])=[CH:28][CH:27]=2)=[CH:22][CH:21]=1, predict the reaction product. The product is: [Cl:19][C:20]1[CH:21]=[CH:22][C:23]([C:26]2[CH:31]=[CH:30][C:29]([C:32]([NH:1][CH2:2][CH:3]3[CH2:8][CH2:7][CH2:6][N:5]([C:9]4[CH:10]=[C:11]([CH:16]=[CH:17][CH:18]=4)[C:12]([O:14][CH3:15])=[O:13])[CH2:4]3)=[O:33])=[CH:28][CH:27]=2)=[CH:24][CH:25]=1. (3) Given the reactants Br[C:2]1[CH:7]=[CH:6][C:5]([OH:8])=[CH:4][C:3]=1[F:9].[CH3:10][C:11]1[CH:12]=[N:13][NH:14][CH:15]=1.N1C=CC=CC=1C(O)=O.C(=O)([O-])[O-].[Cs+].[Cs+], predict the reaction product. The product is: [F:9][C:3]1[CH:4]=[C:5]([OH:8])[CH:6]=[CH:7][C:2]=1[N:13]1[CH:12]=[C:11]([CH3:10])[CH:15]=[N:14]1. (4) Given the reactants [OH:1][CH:2]1[CH:8]([NH:9][C:10](=[O:28])[C@@H:11]([NH:16][C:17](=[O:27])[CH2:18][O:19][CH2:20][C:21]2[CH:26]=[CH:25][CH:24]=[CH:23][CH:22]=2)[CH2:12][CH:13]([CH3:15])[CH3:14])[CH2:7][CH2:6][CH2:5][N:4]([S:29]([C:32]2[CH:37]=[CH:36][C:35]([O:38][CH3:39])=[CH:34][CH:33]=2)(=[O:31])=[O:30])[CH2:3]1.CC(OI1(OC(C)=O)(OC(C)=O)OC(=O)C2C=CC=CC1=2)=O, predict the reaction product. The product is: [CH3:39][O:38][C:35]1[CH:34]=[CH:33][C:32]([S:29]([N:4]2[CH2:5][CH2:6][CH2:7][CH:8]([NH:9][C:10](=[O:28])[C@@H:11]([NH:16][C:17](=[O:27])[CH2:18][O:19][CH2:20][C:21]3[CH:26]=[CH:25][CH:24]=[CH:23][CH:22]=3)[CH2:12][CH:13]([CH3:15])[CH3:14])[C:2](=[O:1])[CH2:3]2)(=[O:31])=[O:30])=[CH:37][CH:36]=1. (5) The product is: [Cl:13][C:14]1[C:15]([N:47]2[CH2:52][CH2:51][CH:50]3[NH:53][CH2:54][CH2:55][CH:49]3[CH2:48]2)=[CH:16][C:17]([C:45]#[N:46])=[CH:18][C:19]=1[NH:20][C:21]1[N:26]=[C:25]([N:27]([CH:37]2[CH2:39][CH2:38]2)[CH2:28][C:29]2[CH:30]=[CH:31][C:32]([O:35][CH3:36])=[CH:33][CH:34]=2)[C:24]2=[N:40][CH:41]=[C:42]([C:43]#[N:44])[N:23]2[N:22]=1. Given the reactants [Si](OS(C(F)(F)F)(=O)=O)(C)(C)C.[Cl:13][C:14]1[C:19]([NH:20][C:21]2[N:26]=[C:25]([N:27]([CH:37]3[CH2:39][CH2:38]3)[CH2:28][C:29]3[CH:34]=[CH:33][C:32]([O:35][CH3:36])=[CH:31][CH:30]=3)[C:24]3=[N:40][CH:41]=[C:42]([C:43]#[N:44])[N:23]3[N:22]=2)=[CH:18][C:17]([C:45]#[N:46])=[CH:16][C:15]=1[N:47]1[CH2:52][CH2:51][CH:50]2[N:53](C(OC(C)(C)C)=O)[CH2:54][CH2:55][CH:49]2[CH2:48]1.N1C(C)=CC=CC=1C, predict the reaction product. (6) Given the reactants Cl.Cl.Cl.[O:4]1[C:8]2=[C:9]([N:13]3[CH2:18][CH2:17][N:16]([CH2:19][CH2:20][C@H:21]4[CH2:26][CH2:25][C@H:24]([NH2:27])[CH2:23][CH2:22]4)[CH2:15][CH2:14]3)[N:10]=[CH:11][CH:12]=[C:7]2[CH2:6][CH2:5]1.[N:28]1[CH:33]=[CH:32][CH:31]=[C:30]([C:34]2[CH:42]=[CH:41][C:37]([C:38](O)=[O:39])=[CH:36][CH:35]=2)[CH:29]=1, predict the reaction product. The product is: [O:4]1[C:8]2=[C:9]([N:13]3[CH2:18][CH2:17][N:16]([CH2:19][CH2:20][C@H:21]4[CH2:26][CH2:25][C@H:24]([NH:27][C:38](=[O:39])[C:37]5[CH:36]=[CH:35][C:34]([C:30]6[CH:29]=[N:28][CH:33]=[CH:32][CH:31]=6)=[CH:42][CH:41]=5)[CH2:23][CH2:22]4)[CH2:15][CH2:14]3)[N:10]=[CH:11][CH:12]=[C:7]2[CH2:6][CH2:5]1. (7) Given the reactants Br[CH2:2][C:3]1[C:8]([F:9])=[CH:7][CH:6]=[CH:5][C:4]=1[Cl:10].[CH3:11][C:12]1[NH:16][N:15]=[C:14]([N:17]2[C:25](=[O:26])[C:24]3[C:19](=[CH:20][CH:21]=[CH:22][CH:23]=3)[C:18]2=[O:27])[CH:13]=1.C(=O)([O-])[O-].[K+].[K+], predict the reaction product. The product is: [Cl:10][C:4]1[CH:5]=[CH:6][CH:7]=[C:8]([F:9])[C:3]=1[CH2:2][N:16]1[C:12]([CH3:11])=[CH:13][C:14]([N:17]2[C:25](=[O:26])[C:24]3[C:19](=[CH:20][CH:21]=[CH:22][CH:23]=3)[C:18]2=[O:27])=[N:15]1. (8) Given the reactants C([NH:4][C:5]1[CH:10]=[CH:9][C:8]([C:11]2[C:12]3[NH:16][C:15]([C:17]([C:55]4[CH:60]=[C:59]([O:61][CH3:62])[CH:58]=[C:57]([O:63][CH3:64])[CH:56]=4)=[C:18]4[N:54]=[C:21]([C:22]([C:44]5[CH:49]=[C:48]([O:50][CH3:51])[CH:47]=[C:46]([O:52][CH3:53])[CH:45]=5)=[C:23]5[NH:43][C:26](=[C:27]([C:33]6[CH:38]=[C:37]([O:39][CH3:40])[CH:36]=[C:35]([O:41][CH3:42])[CH:34]=6)[C:28]6[CH:29]=[CH:30][C:31]=2[N:32]=6)[CH:25]=[CH:24]5)[CH:20]=[CH:19]4)=[CH:14][CH:13]=3)=[CH:7][CH:6]=1)(=O)C, predict the reaction product. The product is: [NH2:4][C:5]1[CH:10]=[CH:9][C:8]([C:11]2[C:12]3[NH:16][C:15]([C:17]([C:55]4[CH:60]=[C:59]([O:61][CH3:62])[CH:58]=[C:57]([O:63][CH3:64])[CH:56]=4)=[C:18]4[N:54]=[C:21]([C:22]([C:44]5[CH:49]=[C:48]([O:50][CH3:51])[CH:47]=[C:46]([O:52][CH3:53])[CH:45]=5)=[C:23]5[NH:43][C:26](=[C:27]([C:33]6[CH:34]=[C:35]([O:41][CH3:42])[CH:36]=[C:37]([O:39][CH3:40])[CH:38]=6)[C:28]6[CH:29]=[CH:30][C:31]=2[N:32]=6)[CH:25]=[CH:24]5)[CH:20]=[CH:19]4)=[CH:14][CH:13]=3)=[CH:7][CH:6]=1.